This data is from hERG Central: cardiac toxicity at 1µM, 10µM, and general inhibition. The task is: Predict hERG channel inhibition at various concentrations. (1) The drug is CCCN1CCc2c(sc(NC(=O)CCS(=O)(=O)c3ccccc3)c2C(=O)OC)C1.Cl. Results: hERG_inhib (hERG inhibition (general)): blocker. (2) The compound is COc1ccc(Nc2c3c(nc4ccccc24)CCC3)c(OC)c1. Results: hERG_inhib (hERG inhibition (general)): blocker. (3) The molecule is O=C(CSc1nnc(C2CC2)n1C1CC1)Nc1cccc(Br)c1. Results: hERG_inhib (hERG inhibition (general)): blocker. (4) The molecule is [O-][Cl+3]([O-])([O-])[O-].c1ccc(-c2cc(-c3ccccc3)[n+](-c3ccccc3)c(-c3ccccc3)c2)cc1. Results: hERG_inhib (hERG inhibition (general)): blocker. (5) The molecule is Cl.OC(COCC1COc2ccccc2O1)CN1CCN(c2ccccc2F)CC1. Results: hERG_inhib (hERG inhibition (general)): blocker. (6) The compound is COc1ccc(N(CC(=O)N2CCN(c3ccc(F)cc3)CC2)S(=O)(=O)c2c(C)n[nH]c2C)cc1. Results: hERG_inhib (hERG inhibition (general)): blocker. (7) The compound is COc1ccc(C(CCNCc2ccc(F)cc2)c2ccc(F)cc2)cc1. Results: hERG_inhib (hERG inhibition (general)): blocker. (8) The compound is C/C=C/c1ccc(OCC(O)CNCC(c2ccc(OC)cc2)N(C)C)c(OC)c1.O=C(O)C(=O)O. Results: hERG_inhib (hERG inhibition (general)): blocker.